From a dataset of Peptide-MHC class I binding affinity with 185,985 pairs from IEDB/IMGT. Regression. Given a peptide amino acid sequence and an MHC pseudo amino acid sequence, predict their binding affinity value. This is MHC class I binding data. (1) The peptide sequence is YLCLIQKAL. The MHC is Mamu-B1001 with pseudo-sequence Mamu-B1001. The binding affinity (normalized) is 0.0823. (2) The peptide sequence is NAVRLRHPL. The binding affinity (normalized) is 0.451. The MHC is H-2-Db with pseudo-sequence H-2-Db.